From a dataset of Full USPTO retrosynthesis dataset with 1.9M reactions from patents (1976-2016). Predict the reactants needed to synthesize the given product. (1) Given the product [CH3:30][NH:32][C:21]([C:3]1[S:4][C:5]2[N:6]=[C:7]([S:19][CH3:20])[N:8]=[C:9]([C:11]3[CH:16]=[CH:15][C:14]([F:17])=[C:13]([CH3:18])[CH:12]=3)[C:10]=2[C:2]=1[NH2:1])=[O:22], predict the reactants needed to synthesize it. The reactants are: [NH2:1][C:2]1[C:10]2[C:9]([C:11]3[CH:16]=[CH:15][C:14]([F:17])=[C:13]([CH3:18])[CH:12]=3)=[N:8][C:7]([S:19][CH3:20])=[N:6][C:5]=2[S:4][C:3]=1[C:21](O)=[O:22].CN.C1C=CC2N(O)N=[N:32][C:30]=2C=1.CCN=C=NCCCN(C)C. (2) Given the product [Cl:32][C:30]1[CH:29]=[CH:28][C:27]([O:33][CH3:34])=[C:26]([S:23]([N:19]2[C:18]3[CH:35]=[C:14]([C:12]([NH:11][C:8]4[CH:9]=[CH:10][C:5]([C:4]([OH:36])=[O:3])=[CH:6][CH:7]=4)=[O:13])[CH:15]=[CH:16][C:17]=3[O:22][CH2:21][CH2:20]2)(=[O:25])=[O:24])[CH:31]=1, predict the reactants needed to synthesize it. The reactants are: C([O:3][C:4](=[O:36])[C:5]1[CH:10]=[CH:9][C:8]([NH:11][C:12]([C:14]2[CH:15]=[CH:16][C:17]3[O:22][CH2:21][CH2:20][N:19]([S:23]([C:26]4[CH:31]=[C:30]([Cl:32])[CH:29]=[CH:28][C:27]=4[O:33][CH3:34])(=[O:25])=[O:24])[C:18]=3[CH:35]=2)=[O:13])=[CH:7][CH:6]=1)C.[OH-].[Na+].Cl. (3) Given the product [CH2:1]=[C:15]1[CH2:16][CH2:17][C:18]2([O:23][CH2:22][CH2:21][CH2:20][O:19]2)[CH2:13][CH2:14]1, predict the reactants needed to synthesize it. The reactants are: [CH2:1]=C1CN(C(OC(C)(C)C)=O)C1.[CH2:13]1[C:18]2([O:23][CH2:22][CH2:21][CH2:20][O:19]2)[CH2:17][CH2:16][C:15](=O)[CH2:14]1. (4) Given the product [F:1][C:2]([F:13])([F:12])[C:3]1[CH:8]=[CH:7][C:6]([C:15]2[S:16][CH:17]=[CH:18][N:19]=2)=[CH:5][CH:4]=1, predict the reactants needed to synthesize it. The reactants are: [F:1][C:2]([F:13])([F:12])[C:3]1[CH:8]=[CH:7][C:6](B(O)O)=[CH:5][CH:4]=1.Br[C:15]1[S:16][CH:17]=[CH:18][N:19]=1. (5) Given the product [CH3:1][N:2]1[C:6]([CH:7]2[O:12][CH2:11][CH:10]([CH2:13][N:48]3[C:37](=[O:47])[C:38]4[C:39](=[CH:43][CH:44]=[CH:45][CH:46]=4)[C:40]3=[O:41])[CH2:9][O:8]2)=[C:5]([N+:15]([O-:17])=[O:16])[CH:4]=[N:3]1, predict the reactants needed to synthesize it. The reactants are: [CH3:1][N:2]1[C:6]([CH:7]2[O:12][CH2:11][CH:10]([CH2:13]O)[CH2:9][O:8]2)=[C:5]([N+:15]([O-:17])=[O:16])[CH:4]=[N:3]1.C1(P(C2C=CC=CC=2)C2C=CC=CC=2)C=CC=CC=1.[C:37]([NH2:48])(=[O:47])[C:38]1[C:39](=[CH:43][CH:44]=[CH:45][CH:46]=1)[C:40](N)=[O:41].CC(OC(/N=N/C(OC(C)C)=O)=O)C. (6) Given the product [CH2:1]([O:3][CH:4]([O:7][CH2:8][CH3:9])[C:5]1[N:6]=[CH:11][NH:10][C:12]=1[C:13]([O:15][CH3:16])=[O:14])[CH3:2], predict the reactants needed to synthesize it. The reactants are: [CH2:1]([O:3][CH:4]([O:7][CH2:8][CH3:9])[C:5]#[N:6])[CH3:2].[N+:10]([CH2:12][C:13]([O:15][CH3:16])=[O:14])#[C-:11].[NH4+].[Cl-].C(Cl)Cl.